This data is from Reaction yield outcomes from USPTO patents with 853,638 reactions. The task is: Predict the reaction yield, written as a fraction of the theoretical maximum amount of product (1.0 means a 100% yield; for example, 0.34 means a 34% yield). (1) The reactants are C([NH:5][S:6]([C:9]1[CH:14]=[CH:13][CH:12]=[CH:11][C:10]=1[C:15]1[CH:20]=[CH:19][C:18]([C:21]([NH:23][C:24]2[CH:29]=[CH:28][C:27]([Cl:30])=[CH:26][C:25]=2[C:31]([NH:33][C:34]2[CH:39]=[CH:38][C:37]([Cl:40])=[CH:36][N:35]=2)=[O:32])=[O:22])=[CH:17][CH:16]=1)(=[O:8])=[O:7])(C)(C)C. The catalyst is FC(F)(F)C(O)=O. The product is [Cl:40][C:37]1[CH:38]=[CH:39][C:34]([NH:33][C:31]([C:25]2[CH:26]=[C:27]([Cl:30])[CH:28]=[CH:29][C:24]=2[NH:23][C:21]([C:18]2[CH:19]=[CH:20][C:15]([C:10]3[CH:11]=[CH:12][CH:13]=[CH:14][C:9]=3[S:6](=[O:8])(=[O:7])[NH2:5])=[CH:16][CH:17]=2)=[O:22])=[O:32])=[N:35][CH:36]=1. The yield is 0.250. (2) The yield is 0.700. The product is [F:1][C:2]1[CH:24]=[CH:23][CH:22]=[CH:21][C:3]=1[CH2:4][C@@H:5]1[CH2:10][C@@H:9]([C:11]2[O:15][NH:14][C:13](=[O:16])[CH:12]=2)[CH2:8][CH2:7][NH:6]1. The catalyst is Br. The reactants are [F:1][C:2]1[CH:24]=[CH:23][CH:22]=[CH:21][C:3]=1[CH2:4][C@@H:5]1[CH2:10][C@@H:9]([C:11]2[O:15][NH:14][C:13](=[O:16])[CH:12]=2)[CH2:8][CH2:7][N:6]1C(OC)=O. (3) The reactants are [OH:1][C:2]1[CH:7]=[C:6]([CH3:8])[C:5]([C:9](=[O:11])[CH3:10])=[C:4]([CH3:12])[CH:3]=1.Cl[CH2:14][CH:15]([OH:18])[CH2:16][OH:17]. The catalyst is [OH-].[Na+].O. The product is [OH:18][CH:15]([CH2:16][OH:17])[CH2:14][O:1][C:2]1[CH:3]=[C:4]([CH3:12])[C:5]([C:9](=[O:11])[CH3:10])=[C:6]([CH3:8])[CH:7]=1. The yield is 0.570. (4) The reactants are [C:1]([N:11]([CH3:45])[C@H:12]([C:22]([NH:24][CH:25]([CH3:44])[CH:26]([NH:36][C:37]([O:39][C:40]([CH3:43])([CH3:42])[CH3:41])=[O:38])[CH2:27][O:28][Si](C(C)(C)C)(C)C)=[O:23])[CH2:13][C:14]1[CH:19]=[CH:18][C:17]([O:20][CH3:21])=[CH:16][CH:15]=1)([O:3][CH2:4][C:5]1[CH:10]=[CH:9][CH:8]=[CH:7][CH:6]=1)=[O:2]. The catalyst is CC(O)=O. The product is [C:1]([N:11]([CH3:45])[C@H:12]([C:22]([NH:24][CH:25]([CH3:44])[CH:26]([NH:36][C:37]([O:39][C:40]([CH3:42])([CH3:41])[CH3:43])=[O:38])[CH2:27][OH:28])=[O:23])[CH2:13][C:14]1[CH:19]=[CH:18][C:17]([O:20][CH3:21])=[CH:16][CH:15]=1)([O:3][CH2:4][C:5]1[CH:10]=[CH:9][CH:8]=[CH:7][CH:6]=1)=[O:2]. The yield is 0.900. (5) The reactants are [C:1]1([C:16]2[CH:21]=[CH:20][CH:19]=[CH:18][CH:17]=2)[CH:6]=[CH:5][C:4]([C:7](=O)[CH2:8][N:9]2[CH2:14][CH2:13][O:12][CH2:11][CH2:10]2)=[CH:3][CH:2]=1.CN.[C:24]([BH3-])#[N:25].[Na+].C(O)(=O)C. The catalyst is C1COCC1.C(OCC)(=O)C. The product is [C:1]1([C:16]2[CH:21]=[CH:20][CH:19]=[CH:18][CH:17]=2)[CH:6]=[CH:5][C:4]([CH:7]([NH:25][CH3:24])[CH2:8][N:9]2[CH2:14][CH2:13][O:12][CH2:11][CH2:10]2)=[CH:3][CH:2]=1. The yield is 1.00. (6) The reactants are [CH2:1]([C:5]1[N:10]=[C:9]([CH3:11])[N:8]([CH2:12][CH:13]([OH:20])[C:14]2[CH:19]=[CH:18][CH:17]=[CH:16][CH:15]=2)[C:7](=[O:21])[C:6]=1[CH2:22][C:23]1[CH:28]=[CH:27][C:26]([C:29]2[CH:34]=[CH:33][CH:32]=[CH:31][C:30]=2[C:35]2[NH:39][C:38](=[O:40])[O:37][N:36]=2)=[CH:25][CH:24]=1)[CH2:2][CH2:3][CH3:4].CC(OI1(OC(C)=O)(OC(C)=O)OC(=O)C2C1=CC=CC=2)=O.C(=O)([O-])O.[Na+].S([O-])([O-])(=O)=S.[Na+].[Na+]. The catalyst is C(Cl)Cl. The product is [CH2:1]([C:5]1[N:10]=[C:9]([CH3:11])[N:8]([CH2:12][C:13](=[O:20])[C:14]2[CH:15]=[CH:16][CH:17]=[CH:18][CH:19]=2)[C:7](=[O:21])[C:6]=1[CH2:22][C:23]1[CH:24]=[CH:25][C:26]([C:29]2[CH:34]=[CH:33][CH:32]=[CH:31][C:30]=2[C:35]2[NH:39][C:38](=[O:40])[O:37][N:36]=2)=[CH:27][CH:28]=1)[CH2:2][CH2:3][CH3:4]. The yield is 0.780. (7) The reactants are [NH2:1][C:2]1[S:3][C:4]2[CH:10]=[C:9]([O:11]C)[CH:8]=[CH:7][C:5]=2[N:6]=1.B(Br)(Br)Br. The catalyst is ClCCl. The product is [NH2:1][C:2]1[S:3][C:4]2[CH:10]=[C:9]([OH:11])[CH:8]=[CH:7][C:5]=2[N:6]=1. The yield is 0.790. (8) The reactants are [CH2:1]([O:3][C:4]1[CH:9]=[CH:8][CH:7]=[CH:6][C:5]=1[OH:10])[CH3:2].Cl[CH2:12][C:13]([CH3:15])=[CH2:14].C(=O)([O-])[O-].[K+].[K+].[I-].[K+]. The catalyst is CN(C)C=O.O. The product is [CH2:1]([O:3][C:4]1[CH:9]=[CH:8][CH:7]=[CH:6][C:5]=1[O:10][CH2:14][C:13]([CH3:15])=[CH2:12])[CH3:2]. The yield is 0.850.